Dataset: CYP2D6 inhibition data for predicting drug metabolism from PubChem BioAssay. Task: Regression/Classification. Given a drug SMILES string, predict its absorption, distribution, metabolism, or excretion properties. Task type varies by dataset: regression for continuous measurements (e.g., permeability, clearance, half-life) or binary classification for categorical outcomes (e.g., BBB penetration, CYP inhibition). Dataset: cyp2d6_veith. (1) The drug is C[C@@]12CCC(=O)C(O)=C1CC[C@@H]1[C@@H]2CC[C@@]2(C)C(=O)CC[C@H]12. The result is 0 (non-inhibitor). (2) The drug is CN(C)CCCc1cc(C(=O)Nc2ccc(-c3ccncc3)cc2)ccc1O. The result is 1 (inhibitor). (3) The compound is CN(Cc1ccco1)c1nc(-c2ccoc2)nc2ccccc12. The result is 1 (inhibitor). (4) The molecule is CCC(=O)N1CCN(C(=O)c2ccccc2)CC1. The result is 0 (non-inhibitor). (5) The compound is COc1ccc2c3c(ccc2c1)N[C@H](C(=O)O)CC3. The result is 0 (non-inhibitor). (6) The compound is COC(=O)c1cc(Br)c(=O)n(CCc2ccc(O)cc2)c1.Cl. The result is 0 (non-inhibitor). (7) The molecule is CCOCCCNC(=O)C1CCN(S(=O)(=O)N2CC(C)CC(C)C2)CC1. The result is 0 (non-inhibitor). (8) The compound is O=C1C[C@@H](c2ccc(O)cc2)Oc2cc(O)cc(O)c21. The result is 0 (non-inhibitor). (9) The drug is O=C(Nc1cccc(F)c1)N1CC[C@@]2(CCCN(C(=O)c3ccncc3)C2)C1. The result is 0 (non-inhibitor). (10) The molecule is O=[N+]([O-])c1ccc(C=Nc2ccc(Cl)cc2Cl)s1. The result is 0 (non-inhibitor).